Regression. Given a peptide amino acid sequence and an MHC pseudo amino acid sequence, predict their binding affinity value. This is MHC class I binding data. From a dataset of Peptide-MHC class I binding affinity with 185,985 pairs from IEDB/IMGT. (1) The peptide sequence is FLSFASLFL. The MHC is HLA-A25:01 with pseudo-sequence HLA-A25:01. The binding affinity (normalized) is 0.0847. (2) The peptide sequence is MSRKLHRYI. The MHC is HLA-A02:16 with pseudo-sequence HLA-A02:16. The binding affinity (normalized) is 0.0847. (3) The peptide sequence is HLADQLIHQ. The MHC is HLA-A02:11 with pseudo-sequence HLA-A02:11. The binding affinity (normalized) is 0.573. (4) The peptide sequence is YEVPAALIL. The MHC is HLA-A26:03 with pseudo-sequence HLA-A26:03. The binding affinity (normalized) is 0.0847. (5) The peptide sequence is SLFNTIATL. The MHC is HLA-A02:02 with pseudo-sequence HLA-A02:02. The binding affinity (normalized) is 0.556.